Task: Predict the reaction yield, written as a fraction of the theoretical maximum amount of product (1.0 means a 100% yield; for example, 0.34 means a 34% yield).. Dataset: Reaction yield outcomes from USPTO patents with 853,638 reactions (1) The reactants are [H-].[Na+].[CH3:3][O:4][C:5]([C:7]1[NH:8][CH:9]=[CH:10][CH:11]=1)=[O:6].[C:12]([O:16][C:17](=[O:21])[CH:18](Br)[CH3:19])([CH3:15])([CH3:14])[CH3:13].Cl. The catalyst is CN(C)C=O. The product is [CH3:3][O:4][C:5]([C:7]1[N:8]([CH:18]([C:17]([O:16][C:12]([CH3:15])([CH3:14])[CH3:13])=[O:21])[CH3:19])[CH:9]=[CH:10][CH:11]=1)=[O:6]. The yield is 0.940. (2) The reactants are [H-].[Na+].C(OC([N:10]1[CH2:15][CH2:14][CH:13]([CH2:16][CH2:17][OH:18])[CH2:12][CH2:11]1)=O)(C)(C)C.Br[CH2:20][C:21]1[CH:26]=[CH:25][C:24]([O:27][CH3:28])=[CH:23][CH:22]=1. The catalyst is C1COCC1. The product is [CH3:28][O:27][C:24]1[CH:25]=[CH:26][C:21]([CH2:20][O:18][CH2:17][CH2:16][CH:13]2[CH2:12][CH2:11][NH:10][CH2:15][CH2:14]2)=[CH:22][CH:23]=1. The yield is 0.380. (3) The reactants are [CH3:1][O-].[Na+].[N:4]#[C:5][NH2:6].[N:7]([C:10]1[CH:15]=[CH:14][C:13]([S:16]([NH:19][CH3:20])(=[O:18])=[O:17])=[CH:12][CH:11]=1)=[C:8]=[S:9].IC. No catalyst specified. The product is [C:5](/[N:6]=[C:8](\[S:9][CH3:1])/[NH:7][C:10]1[CH:11]=[CH:12][C:13]([S:16](=[O:18])(=[O:17])[NH:19][CH3:20])=[CH:14][CH:15]=1)#[N:4]. The yield is 0.640. (4) The reactants are [CH3:1][O:2][C:3]1[CH:4]=[C:5]([CH:29]=[CH:30][C:31]=1[O:32][CH3:33])[C:6]([NH:8][C:9]1[CH:14]=[CH:13][C:12]([C:15]([CH3:28])([CH3:27])[CH2:16][NH:17][C:18]([C:20]2[C:24](Br)=[CH:23][N:22]([CH3:26])[N:21]=2)=[O:19])=[CH:11][CH:10]=1)=[O:7].[C:34]1(B(O)O)[CH:39]=[CH:38][CH:37]=[CH:36][CH:35]=1.[F-].[K+]. The catalyst is CO.C([O-])(=O)C.[Pd+2].C([O-])(=O)C. The product is [CH3:1][O:2][C:3]1[CH:4]=[C:5]([CH:29]=[CH:30][C:31]=1[O:32][CH3:33])[C:6]([NH:8][C:9]1[CH:14]=[CH:13][C:12]([C:15]([CH3:28])([CH3:27])[CH2:16][NH:17][C:18]([C:20]2[C:24]([C:34]3[CH:39]=[CH:38][CH:37]=[CH:36][CH:35]=3)=[CH:23][N:22]([CH3:26])[N:21]=2)=[O:19])=[CH:11][CH:10]=1)=[O:7]. The yield is 0.480. (5) No catalyst specified. The yield is 0.600. The product is [Cl:14][C:2]1[C:7]([C:8]#[N:9])=[CH:6][N:5]=[C:4]([S:10][CH3:11])[N:3]=1. The reactants are O[C:2]1[C:7]([C:8]#[N:9])=[CH:6][N:5]=[C:4]([S:10][CH3:11])[N:3]=1.P(Cl)(Cl)([Cl:14])=O. (6) The reactants are [Cl:1][C:2]1[CH:7]=[C:6]([Cl:8])[CH:5]=[CH:4][C:3]=1[C:9]1[N:10]=[C:11](/[CH:30]=[CH:31]/[C:32]2[CH:37]=[CH:36][C:35]([OH:38])=[CH:34][CH:33]=2)[N:12]([CH2:14][C:15]([NH:17][CH:18]([C:20]2[C:29]3[C:24](=[CH:25][CH:26]=[CH:27][CH:28]=3)[CH:23]=[CH:22][CH:21]=2)[CH3:19])=[O:16])[CH:13]=1.Br[CH2:40][C:41]1[CH:42]=[C:43]([CH:48]=[CH:49][CH:50]=1)[C:44]([O:46]C)=[O:45]. No catalyst specified. The product is [Cl:1][C:2]1[CH:7]=[C:6]([Cl:8])[CH:5]=[CH:4][C:3]=1[C:9]1[N:10]=[C:11](/[CH:30]=[CH:31]/[C:32]2[CH:33]=[CH:34][C:35]([O:38][CH2:40][C:41]3[CH:42]=[C:43]([CH:48]=[CH:49][CH:50]=3)[C:44]([OH:46])=[O:45])=[CH:36][CH:37]=2)[N:12]([CH2:14][C:15](=[O:16])[NH:17][CH:18]([C:20]2[C:29]3[C:24](=[CH:25][CH:26]=[CH:27][CH:28]=3)[CH:23]=[CH:22][CH:21]=2)[CH3:19])[CH:13]=1. The yield is 0.380. (7) The reactants are [CH:1]1([C:5]2[CH:10]=[CH:9][C:8]([C:11]3[N:12]=[CH:13][C:14]([NH2:17])=[N:15][CH:16]=3)=[C:7]([F:18])[C:6]=2[O:19][CH2:20][CH:21]2[CH2:23][O:22]2)[CH2:4][CH2:3][CH2:2]1.[NH2:24][C:25]1[CH:29]=[CH:28][NH:27][N:26]=1.C(S([O-])(=O)=O)(F)(F)F.C(S([O-])(=O)=O)(F)(F)F.C(S([O-])(=O)=O)(F)(F)F.[Yb+3]. The catalyst is CN(C=O)C. The product is [NH:26]1[C:25]([NH:24][CH2:23][CH:21]([OH:22])[CH2:20][O:19][C:6]2[C:5]([CH:1]3[CH2:4][CH2:3][CH2:2]3)=[CH:10][CH:9]=[C:8]([C:11]3[CH:16]=[N:15][C:14]([NH2:17])=[CH:13][N:12]=3)[C:7]=2[F:18])=[CH:29][CH:28]=[N:27]1. The yield is 0.150. (8) The reactants are [CH:1]1([CH2:4][CH2:5]I)[CH2:3][CH2:2]1.C([Li])(C)(C)C.[Cl:12][C:13]1[CH:22]=[CH:21][C:20]2[N:19]=[C:18]3[C:23](=[O:27])[NH:24][CH:25]=[N:26][C:17]3=[C:16]([C:28]([F:31])([F:30])[F:29])[C:15]=2[CH:14]=1. The catalyst is CCOCC.C1COCC1. The product is [Cl:12][C:13]1[CH:22]=[CH:21][C:20]2[NH:19][C:18]3[C:23](=[O:27])[NH:24][CH:25]=[N:26][C:17]=3[C:16]([CH2:5][CH2:4][CH:1]3[CH2:3][CH2:2]3)([C:28]([F:30])([F:29])[F:31])[C:15]=2[CH:14]=1. The yield is 0.620. (9) The reactants are [NH2:1][C:2]1[C:3]([C:9]([NH:11][C:12]2[CH:13]=[N:14][N:15]([CH2:31][CH:32]([F:34])[F:33])[C:16]=2[N:17]2[CH2:23][CH2:22][CH2:21][C@@H:20]([NH:24][C:25](=[O:30])[C:26]([F:29])([F:28])[F:27])[CH2:19][CH2:18]2)=[O:10])=[N:4][C:5](Br)=[CH:6][CH:7]=1.[F:35][C:36]1[CH:41]=[CH:40][CH:39]=[CH:38][C:37]=1B(O)O.C([O-])(=O)C.[K+].C(=O)([O-])[O-].[Na+].[Na+]. The catalyst is C(#N)C.C1C=CC(P(C2C=CC=CC=2)[C-]2C=CC=C2)=CC=1.C1C=CC(P(C2C=CC=CC=2)[C-]2C=CC=C2)=CC=1.Cl[Pd]Cl.[Fe+2]. The product is [NH2:1][C:2]1[C:3]([C:9]([NH:11][C:12]2[CH:13]=[N:14][N:15]([CH2:31][CH:32]([F:34])[F:33])[C:16]=2[N:17]2[CH2:23][CH2:22][CH2:21][C@@H:20]([NH:24][C:25](=[O:30])[C:26]([F:29])([F:28])[F:27])[CH2:19][CH2:18]2)=[O:10])=[N:4][C:5]([C:37]2[CH:38]=[CH:39][CH:40]=[CH:41][C:36]=2[F:35])=[CH:6][CH:7]=1. The yield is 0.330.